Task: Predict which catalyst facilitates the given reaction.. Dataset: Catalyst prediction with 721,799 reactions and 888 catalyst types from USPTO (1) Reactant: C(=O)([O-])[O-].[K+].[K+].[C:7]([C:9]1[CH:14]=[CH:13][C:12]([OH:15])=[CH:11][CH:10]=1)#[N:8].[CH2:16]([O:18][CH:19]([O:22][CH2:23][CH3:24])[CH2:20]Br)[CH3:17].O. Product: [CH2:16]([O:18][CH:19]([O:22][CH2:23][CH3:24])[CH2:20][O:15][C:12]1[CH:13]=[CH:14][C:9]([C:7]#[N:8])=[CH:10][CH:11]=1)[CH3:17]. The catalyst class is: 31. (2) The catalyst class is: 145. Product: [Cl:2][C:3]1[CH:8]=[CH:7][C:6]([C:9]2[CH:14]=[CH:13][C:12]([C:15]([N:17]3[CH2:18][CH2:19][N:20]([C:29]([C:26]4([OH:25])[CH2:28][CH2:27]4)=[O:30])[CH2:21][CH2:22]3)=[O:16])=[C:11]([F:23])[CH:10]=2)=[C:5]([F:24])[CH:4]=1. Reactant: Cl.[Cl:2][C:3]1[CH:8]=[CH:7][C:6]([C:9]2[CH:14]=[CH:13][C:12]([C:15]([N:17]3[CH2:22][CH2:21][NH:20][CH2:19][CH2:18]3)=[O:16])=[C:11]([F:23])[CH:10]=2)=[C:5]([F:24])[CH:4]=1.[OH:25][C:26]1([C:29](O)=[O:30])[CH2:28][CH2:27]1.CN(C(ON1N=NC2C=CC=CC1=2)=[N+](C)C)C.F[P-](F)(F)(F)(F)F.CCN(C(C)C)C(C)C. (3) Reactant: [CH2:1]([O:8][C:9]1[CH:10]=[C:11]([S:15][C:16]2[CH:21]=[CH:20][C:19]([C:22]3[S:26][C:25]([C@@:27]4([CH3:41])[CH2:31][O:30]C(C)(C)[N:28]4C(OC(C)(C)C)=O)=[N:24][N:23]=3)=[CH:18][C:17]=2[C:42]([F:45])([F:44])[F:43])[CH:12]=[CH:13][CH:14]=1)[C:2]1[CH:7]=[CH:6][CH:5]=[CH:4][CH:3]=1.O. Product: [NH2:28][C@@:27]([C:25]1[S:26][C:22]([C:19]2[CH:20]=[CH:21][C:16]([S:15][C:11]3[CH:12]=[CH:13][CH:14]=[C:9]([O:8][CH2:1][C:2]4[CH:3]=[CH:4][CH:5]=[CH:6][CH:7]=4)[CH:10]=3)=[C:17]([C:42]([F:43])([F:45])[F:44])[CH:18]=2)=[N:23][N:24]=1)([CH3:41])[CH2:31][OH:30]. The catalyst class is: 5. (4) Reactant: [CH3:1][C:2]([O:5][C:6]([N:8]1[C@@H:13]([C:14]([OH:16])=O)[CH2:12][CH2:11][CH2:10][CH2:9]1)=[O:7])([CH3:4])[CH3:3].F[P-](F)(F)(F)(F)F.CN(C(=[N+](C)C)ON1C2=NC=CC=C2N=N1)C.C(NC(C)C)(C)C.[OH:48][NH:49][C:50](=[NH:59])[C:51]1[CH:56]=[CH:55][C:54]([O:57][CH3:58])=[CH:53][CH:52]=1. Product: [C:2]([O:5][C:6]([N:8]1[CH2:9][CH2:10][CH2:11][CH2:12][C@@H:13]1[C:14](=[O:16])[NH:59][C:50](=[N:49][OH:48])[C:51]1[CH:52]=[CH:53][C:54]([O:57][CH3:58])=[CH:55][CH:56]=1)=[O:7])([CH3:1])([CH3:3])[CH3:4]. The catalyst class is: 9. (5) Reactant: [NH2:1][C:2]1[N:7]=[C:6]([C:8]([OH:10])=O)[CH:5]=[CH:4][CH:3]=1.Cl.[CH3:12][CH:13]([CH3:24])[CH2:14][CH:15]([C:18]1[CH:23]=[CH:22][CH:21]=[CH:20][CH:19]=1)[CH2:16][NH2:17].C1CN([P+](ON2N=NC3C=CC=CC2=3)(N2CCCC2)N2CCCC2)CC1.F[P-](F)(F)(F)(F)F. Product: [CH3:12][CH:13]([CH3:24])[CH2:14][CH:15]([C:18]1[CH:23]=[CH:22][CH:21]=[CH:20][CH:19]=1)[CH2:16][NH:17][C:8]([C:6]1[CH:5]=[CH:4][CH:3]=[C:2]([NH2:1])[N:7]=1)=[O:10]. The catalyst class is: 3.